Dataset: Reaction yield outcomes from USPTO patents with 853,638 reactions. Task: Predict the reaction yield, written as a fraction of the theoretical maximum amount of product (1.0 means a 100% yield; for example, 0.34 means a 34% yield). (1) The product is [CH2:1]([N:8]([CH2:18][CH2:19][O:20][Si:21]([C:24]([CH3:27])([CH3:26])[CH3:25])([CH3:22])[CH3:23])[C:9](=[O:17])[C:10]1[CH:15]=[CH:14][N+:13]([O-:36])=[CH:12][C:11]=1[F:16])[C:2]1[CH:3]=[CH:4][CH:5]=[CH:6][CH:7]=1. The yield is 0.700. The reactants are [CH2:1]([N:8]([CH2:18][CH2:19][O:20][Si:21]([C:24]([CH3:27])([CH3:26])[CH3:25])([CH3:23])[CH3:22])[C:9](=[O:17])[C:10]1[CH:15]=[CH:14][N:13]=[CH:12][C:11]=1[F:16])[C:2]1[CH:7]=[CH:6][CH:5]=[CH:4][CH:3]=1.ClC1C=CC=C(C(OO)=[O:36])C=1.S([O-])([O-])(=O)=S.[Na+].[Na+]. The catalyst is C1COCC1. (2) The reactants are [CH3:1][C:2]1[NH:6][C:5]2[C:7]([C:17]([O:19]C)=[O:18])=[CH:8][C:9]([N:11]3[CH2:16][CH2:15][O:14][CH2:13][CH2:12]3)=[CH:10][C:4]=2[N:3]=1.[CH3:21][C:22]1[CH:29]=[CH:28][C:27]([CH3:30])=[CH:26][C:23]=1[CH2:24]Br.C(=O)([O-])[O-].[K+].[K+].[OH-].[Li+]. The catalyst is CN(C)C=O.O1CCCC1.O. The product is [CH3:21][C:22]1[CH:29]=[CH:28][C:27]([CH3:30])=[CH:26][C:23]=1[CH2:24][N:3]1[C:4]2[CH:10]=[C:9]([N:11]3[CH2:16][CH2:15][O:14][CH2:13][CH2:12]3)[CH:8]=[C:7]([C:17]([OH:19])=[O:18])[C:5]=2[N:6]=[C:2]1[CH3:1]. The yield is 0.350. (3) The reactants are [CH3:1][O:2][C:3]1[CH:4]=[C:5]([S:11]([N:14]2[CH2:19][CH:18]([CH3:20])[N:17]([S:21]([C:24]3[CH:29]=[CH:28][C:27]([O:30][CH3:31])=[C:26]([O:32][CH3:33])[CH:25]=3)(=[O:23])=[O:22])[CH:16]([CH3:34])[CH:15]2[CH3:35])(=[O:13])=[O:12])[CH:6]=[CH:7][C:8]=1[O:9][CH3:10].C1(P(C2C=CC=CC=2)C2C=CC=CC=2)C=CC=CC=1.N(C(OC(C)C)=O)=NC(OC(C)C)=O.COC1C=C(S(NC(C)CN(C(C)C(O)C)S(C2C=CC(OC)=C(OC)C=2)(=O)=O)(=O)=O)C=CC=1OC. The catalyst is C1COCC1. The product is [CH3:1][O:2][C:3]1[CH:4]=[C:5]([S:11]([N:14]2[CH2:19][CH:18]([CH3:20])[N:17]([S:21]([C:24]3[CH:29]=[CH:28][C:27]([O:30][CH3:31])=[C:26]([O:32][CH3:33])[CH:25]=3)(=[O:23])=[O:22])[C@@H:16]([CH3:34])[C@H:15]2[CH3:35])(=[O:12])=[O:13])[CH:6]=[CH:7][C:8]=1[O:9][CH3:10]. The yield is 0.830. (4) The reactants are Br[C:2]1[N:7]=[C:6]([O:8][CH3:9])[C:5]([NH2:10])=[CH:4][CH:3]=1.[CH3:11][PH:12](=[O:14])[CH3:13].CC1(C)C2C(=C(P(C3C=CC=CC=3)C3C=CC=CC=3)C=CC=2)OC2C(P(C3C=CC=CC=3)C3C=CC=CC=3)=CC=CC1=2.P([O-])([O-])([O-])=O.[K+].[K+].[K+]. The catalyst is CN(C=O)C.C([O-])(=O)C.[Pd+2].C([O-])(=O)C. The product is [CH3:11][P:12]([C:2]1[N:7]=[C:6]([O:8][CH3:9])[C:5]([NH2:10])=[CH:4][CH:3]=1)([CH3:13])=[O:14]. The yield is 0.390. (5) The reactants are [Br:1][C:2]1[CH:10]=[C:9]2[C:5]([CH:6]=[CH:7][NH:8]2)=[CH:4][CH:3]=1.[H-].[Na+].[CH:13]([Si:16](Cl)([CH:20]([CH3:22])[CH3:21])[CH:17]([CH3:19])[CH3:18])([CH3:15])[CH3:14]. The catalyst is CN(C=O)C. The product is [Br:1][C:2]1[CH:10]=[C:9]2[C:5]([CH:6]=[CH:7][N:8]2[Si:16]([CH:20]([CH3:22])[CH3:21])([CH:17]([CH3:19])[CH3:18])[CH:13]([CH3:15])[CH3:14])=[CH:4][CH:3]=1. The yield is 0.230. (6) The reactants are [Br:1][C:2]1[CH:7]=[CH:6][C:5]([OH:8])=[C:4]([I:9])[CH:3]=1.CC(C)([O-])C.[K+].C1(C)C=C(C)C=C(C)[C:17]=1[S:24]([O:27][NH2:28])(=[O:26])=[O:25].CS(O)(=O)=O. The catalyst is CO.ClCCl. The product is [CH3:17][S:24]([OH:27])(=[O:26])=[O:25].[Br:1][C:2]1[CH:7]=[CH:6][C:5]([O:8][NH2:28])=[C:4]([I:9])[CH:3]=1. The yield is 0.580.